This data is from Experimentally validated miRNA-target interactions with 360,000+ pairs, plus equal number of negative samples. The task is: Binary Classification. Given a miRNA mature sequence and a target amino acid sequence, predict their likelihood of interaction. (1) The miRNA is hsa-miR-26a-5p with sequence UUCAAGUAAUCCAGGAUAGGCU. The protein sequence of the target gene is MDTESQYSGYSYKSGHSRSSRKHRDRRDRHRSKSRDGGRGDKSVTIQAPGEPLLDNESTRGDERDDNWGETTTVVTGTSEHSISHDDLTRIAKDMEDSVPLDCSRHLGVAAGATLALLSFLTPLAFLLLPPLLWREELEPCGTACEGLFISVAFKLLILLLGSWALFFRRPKASLPRVFVLRALLMVLVFLLVVSYWLFYGVRILDARERSYQGVVQFAVSLVDALLFVHYLAVVLLELRQLQPQFTLKVVRSTDGASRFYNVGHLSIQRVAVWILEKYYHDFPVYNPALLNLPKSVLAK.... Result: 1 (interaction). (2) The miRNA is hsa-miR-548ah-3p with sequence CAAAAACUGCAGUUACUUUUGC. The protein sequence of the target gene is MWEKMETKTIVYDLDTSGGLMEQIQALLAPPKTDEAEKRSRKPEKEPRRSGRATNHDSCDSCKEGGDLLCCDHCPAAFHLQCCNPPLSEEMLPPGEWMCHRCTVRRKKREQKKELGHVNGLVDKSGKRTTSPSSDTDLLDRSASKTELKAIAHARILERRASRPGTPTSSASTETPTSEQNDVDEDIIDVDEEPVAAEPDYVQPQLRRPFELLIAAAMERNPTQFQLPNELTCTTALPGSSKRRRKEETTGKNVKKTQHELDHNGLVPLPVKVCFTCNRSCRVAPLIQCDYCPLLFHMDC.... Result: 1 (interaction). (3) The miRNA is hsa-miR-3922-3p with sequence UCUGGCCUUGACUUGACUCUUU. The protein sequence of the target gene is MAGKELKQCQQQADEVTEIMLNNFDKVLERHGKLAELEQRSDQLLDMSSAFSKTTKTLAQQKRWENIRCRVYLGLAVAVGLLIILIVLLVVFLPSGGDSSKP. Result: 0 (no interaction). (4) The miRNA is hsa-miR-1294 with sequence UGUGAGGUUGGCAUUGUUGUCU. The protein sequence of the target gene is MGKDYYQTLGLARGASDDEIKRAYRRQALRYHPDKNKEPGAEEKFKEIAEAYDVLSDPRKREIFDRYGEEGLKGGSPSGGSSGGANGTSFSYTFHGDPHAMFAEFFGGRNPFDTFFGQRNGEEGMDIDDTFSSFPMGMGGFTNMNFGRSRPSQEPTRKKQDPPVTHDLRVSLEEIYSGCTKKMKISHKRLNPDGKSIRNEDKILTIEVKRGWKEGTKITFPKEGDQTSNNIPADIVFVLKDKPHNIFKRDGSDVIYPARISLREALCGCTVNVPTLDGRTIPVVFKDVIRPGMRRKVPGE.... Result: 0 (no interaction). (5) The miRNA is hsa-miR-5681b with sequence AGGUAUUGCCACCCUUUCUAGU. The protein sequence of the target gene is MAENTEGDLNSNLLHAPYHTGDPQLDTAIGQWLRWDKNPKTKEQIENLLRNGMNKELRDRLCCRMTFGTAGLRSAMGAGFCYINDLTVIQSTQGMYKYLERCFSDFKQRGFVVGYDTRGQVTSSCSSQRLAKLTAAVLLAKDVPVYLFSRYVPTPFVPYAVQKLKAVAGVMITASHNRKEDNGYKVYWETGAQITSPHDKEILKCIEECVEPWNGSWNDNLVDTSPLKRDPLQDICRRYMEDLKKICFYRELNSKTTLKFVHTSFHGVGHDYVQLAFKVFGFKPPIPVPEQKDPDPDFST.... Result: 1 (interaction). (6) The miRNA is rno-miR-451-5p with sequence AAACCGUUACCAUUACUGAGUU. The protein sequence of the target gene is MAGSSTGGGGVGETKVIYHLDEEETPYLVKIPVPAERITLGDFKSVLQRPAGAKYFFKSMDQDFGVVKEEISDDNARLPCFNGRVVSWLVSSDNPQPEMAPPVHEPRAELAPPAPPLPPLPPERTSGIGDSRPPSFHPNVSSSHENLEPETETESVVSLRRERPRRRDSSEHGAGGHRTGGPSRLERHLAGYESSSTLMTSELESTSLGDSDEEDTMSRFSSSTEQSSASRLLKRHRRRRKQRPPRLERTSSFSSVTDSTMSLNIITVTLNMEKYNFLGISIVGQSNERGDGGIYIGSIM.... Result: 0 (no interaction). (7) The miRNA is hsa-miR-3924 with sequence AUAUGUAUAUGUGACUGCUACU. The protein sequence of the target gene is MALKGQEDYIYLFKDSTHPVDFLDAFRTFYLDGLFTDITLQCPSGIIFHCHRAVLAACSNYFKAMFTADMKEKFKNKIKLSGIHHDILEGLVNYAYTSQIEITKRNVQSLLEAADLLQFLSVKKACERFLVRHLDIDNCIGMHSFAEFHVCPELEKESRRILCSKFKEVWQQEEFLEISLEKFLFILSRKNLSVWKEEAIIEPVIKWTAHDVENRIECLYNLLSYINIDIDPVYLKTALGLQRSCLLTENKIRSLIYNALNPMHKEISQRSTATMYIIGGYYWHPLSEVHIWDPLTNVWI.... Result: 1 (interaction). (8) The miRNA is mmu-miR-5098 with sequence GUUACAUGGUGAAGCCCAGUU. The protein sequence of the target gene is MSWVQAASLIQGPGDKGDVFDEEADESLLAQREWQSNMQRRVKEGYRDGIDAGKAVTLQQGFNQGYKKGAEVILNYGRLRGTLSALLSWCHLHNNNSTLINKINNLLDAVGQCEEYVLKHLKSITPPSHVVDLLDSIEDMDLCHVVPAEKKIDEAKDERLCENNAEFNKNCSKSHSGIDCSYVECCRTQEHAHSENPSPTWILEQTASLVKQLGLSVDVLQHLKQL. Result: 0 (no interaction).